From a dataset of Catalyst prediction with 721,799 reactions and 888 catalyst types from USPTO. Predict which catalyst facilitates the given reaction. (1) Reactant: [NH2:1][C:2]1[CH:7]=[C:6]([Cl:8])[CH:5]=[CH:4][C:3]=1[C:9]1[C:10]([CH3:20])=[N:11][O:12][C:13]=1[CH2:14][C:15](OCC)=[O:16].Cl. Product: [Cl:8][C:6]1[CH:5]=[CH:4][C:3]2[C:9]3[C:10]([CH3:20])=[N:11][O:12][C:13]=3[CH2:14][C:15](=[O:16])[NH:1][C:2]=2[CH:7]=1. The catalyst class is: 14. (2) Reactant: [CH2:1]([NH:3][C:4]([NH:6][C:7]1[N:12]=[CH:11][C:10]([C:13]2[CH:14]=[N:15][CH:16]=[C:17]([C:19]([O:21]CC)=O)[CH:18]=2)=[C:9]([C:24]2[S:25][CH:26]=[C:27]([C:29]([F:32])([F:31])[F:30])[N:28]=2)[CH:8]=1)=[O:5])[CH3:2].O.[NH2:34][NH2:35]. Product: [CH2:1]([NH:3][C:4]([NH:6][C:7]1[N:12]=[CH:11][C:10]([C:13]2[CH:14]=[N:15][CH:16]=[C:17]([C:19]([NH:34][NH2:35])=[O:21])[CH:18]=2)=[C:9]([C:24]2[S:25][CH:26]=[C:27]([C:29]([F:31])([F:32])[F:30])[N:28]=2)[CH:8]=1)=[O:5])[CH3:2]. The catalyst class is: 8. (3) Reactant: [CH3:1][O:2][C:3]1[CH:4]=[C:5]2[C:9](=[CH:10][CH:11]=1)[NH:8][C:7](=[O:12])[CH2:6]2.[OH:13][CH2:14][CH2:15][CH2:16][C:17]1[C:18]2[CH2:28][CH2:27][CH2:26][CH2:25][CH2:24][C:19]=2[NH:20][C:21]=1[CH:22]=O.N1CCCCC1. Product: [OH:13][CH2:14][CH2:15][CH2:16][C:17]1[C:18]2[CH2:28][CH2:27][CH2:26][CH2:25][CH2:24][C:19]=2[NH:20][C:21]=1/[CH:22]=[C:6]1\[C:7](=[O:12])[NH:8][C:9]2[C:5]\1=[CH:4][C:3]([O:2][CH3:1])=[CH:11][CH:10]=2. The catalyst class is: 8. (4) Reactant: [CH3:1][O:2][C:3]([CH:5]1[CH2:10][CH2:9][CH:8]([C:11]([OH:13])=O)[CH2:7][CH2:6]1)=[O:4].[C:14]([O:17][CH2:18][CH3:19])(=[O:16])[CH3:15].C1N=CN(C(N2C=NC=C2)=O)C=1. Product: [CH3:1][O:2][C:3]([CH:5]1[CH2:6][CH2:7][CH:8]([C:11](=[O:13])[CH2:15][C:14]([O:17][CH2:18][CH3:19])=[O:16])[CH2:9][CH2:10]1)=[O:4]. The catalyst class is: 1. (5) Reactant: [Cl-].[Ca+2].[Cl-].[BH4-].[Na+].C(O)C.C([O:11][C:12](=O)[CH:13]=[C:14]1[CH2:19][CH2:18][CH:17]([N:20]2[C:25](=[O:26])[C:24]([CH2:27][C:28]3[CH:33]=[CH:32][C:31]([C:34]4[CH:39]=[CH:38][CH:37]=[CH:36][C:35]=4[C:40]#[N:41])=[CH:30][CH:29]=3)=[C:23]([CH2:42][CH2:43][CH3:44])[N:22]3[N:45]=[CH:46][N:47]=[C:21]23)[CH2:16][CH2:15]1)C. Product: [OH:11][CH2:12][CH:13]=[C:14]1[CH2:19][CH2:18][CH:17]([N:20]2[C:25](=[O:26])[C:24]([CH2:27][C:28]3[CH:33]=[CH:32][C:31]([C:34]4[C:35]([C:40]#[N:41])=[CH:36][CH:37]=[CH:38][CH:39]=4)=[CH:30][CH:29]=3)=[C:23]([CH2:42][CH2:43][CH3:44])[N:22]3[N:45]=[CH:46][N:47]=[C:21]23)[CH2:16][CH2:15]1. The catalyst class is: 7.